Task: Predict the reactants needed to synthesize the given product.. Dataset: Full USPTO retrosynthesis dataset with 1.9M reactions from patents (1976-2016) (1) Given the product [CH3:2][C:3]1[N:4]=[C:5]([O:9][C:10]2[CH:11]=[C:12]([CH:13]=[CH:14][CH:15]=2)[CH:16]=[C:17]2[CH2:22][CH2:21][N:20]([C:30]([NH:29][C:25]3[N:24]=[N:23][CH:28]=[CH:27][CH:26]=3)=[O:31])[CH2:19][CH2:18]2)[CH:6]=[CH:7][CH:8]=1, predict the reactants needed to synthesize it. The reactants are: Cl.[CH3:2][C:3]1[CH:8]=[CH:7][CH:6]=[C:5]([O:9][C:10]2[CH:15]=[CH:14][CH:13]=[C:12]([CH:16]=[C:17]3[CH2:22][CH2:21][NH:20][CH2:19][CH2:18]3)[CH:11]=2)[N:4]=1.[N:23]1[CH:28]=[CH:27][CH:26]=[C:25]([NH:29][C:30](=O)[O:31]C2C=CC=CC=2)[N:24]=1.C(N(CC)CC)C. (2) The reactants are: [N:1]([CH2:4][C:5]1[C:6]([F:23])=[C:7]([O:12][C:13]2[C:14]([Cl:22])=[C:15]([CH:18]=[C:19]([Cl:21])[CH:20]=2)[C:16]#[N:17])[C:8]([Cl:11])=[CH:9][CH:10]=1)=[N+]=[N-].C1(P(C2C=CC=CC=2)C2C=CC=CC=2)C=CC=CC=1.O. Given the product [NH2:1][CH2:4][C:5]1[C:6]([F:23])=[C:7]([O:12][C:13]2[C:14]([Cl:22])=[C:15]([CH:18]=[C:19]([Cl:21])[CH:20]=2)[C:16]#[N:17])[C:8]([Cl:11])=[CH:9][CH:10]=1, predict the reactants needed to synthesize it.